Dataset: Merck oncology drug combination screen with 23,052 pairs across 39 cell lines. Task: Regression. Given two drug SMILES strings and cell line genomic features, predict the synergy score measuring deviation from expected non-interaction effect. (1) Synergy scores: synergy=-8.95. Drug 2: CC(C)CC(NC(=O)C(Cc1ccccc1)NC(=O)c1cnccn1)B(O)O. Drug 1: NC(=O)c1cccc2cn(-c3ccc(C4CCCNC4)cc3)nc12. Cell line: VCAP. (2) Drug 1: COC12C(COC(N)=O)C3=C(C(=O)C(C)=C(N)C3=O)N1CC1NC12. Drug 2: Cc1nc(Nc2ncc(C(=O)Nc3c(C)cccc3Cl)s2)cc(N2CCN(CCO)CC2)n1. Cell line: CAOV3. Synergy scores: synergy=7.67. (3) Drug 1: O=S1(=O)NC2(CN1CC(F)(F)F)C1CCC2Cc2cc(C=CCN3CCC(C(F)(F)F)CC3)ccc2C1. Drug 2: N.N.O=C(O)C1(C(=O)O)CCC1.[Pt]. Cell line: MSTO. Synergy scores: synergy=-18.5. (4) Drug 1: Cn1nnc2c(C(N)=O)ncn2c1=O. Drug 2: O=C(O)C1(Cc2cccc(Nc3nccs3)n2)CCC(Oc2cccc(Cl)c2F)CC1. Cell line: MDAMB436. Synergy scores: synergy=4.55. (5) Drug 1: CCC1=CC2CN(C1)Cc1c([nH]c3ccccc13)C(C(=O)OC)(c1cc3c(cc1OC)N(C)C1C(O)(C(=O)OC)C(OC(C)=O)C4(CC)C=CCN5CCC31C54)C2. Drug 2: COC1=C2CC(C)CC(OC)C(O)C(C)C=C(C)C(OC(N)=O)C(OC)C=CC=C(C)C(=O)NC(=CC1=O)C2=O. Cell line: DLD1. Synergy scores: synergy=-21.2. (6) Drug 1: O=S1(=O)NC2(CN1CC(F)(F)F)C1CCC2Cc2cc(C=CCN3CCC(C(F)(F)F)CC3)ccc2C1. Drug 2: COc1cc(C2c3cc4c(cc3C(OC3OC5COC(C)OC5C(O)C3O)C3COC(=O)C23)OCO4)cc(OC)c1O. Cell line: RKO. Synergy scores: synergy=7.40. (7) Drug 1: C=CCn1c(=O)c2cnc(Nc3ccc(N4CCN(C)CC4)cc3)nc2n1-c1cccc(C(C)(C)O)n1. Drug 2: CC(C)CC(NC(=O)C(Cc1ccccc1)NC(=O)c1cnccn1)B(O)O. Cell line: A427. Synergy scores: synergy=-18.3.